This data is from Full USPTO retrosynthesis dataset with 1.9M reactions from patents (1976-2016). The task is: Predict the reactants needed to synthesize the given product. (1) Given the product [CH2:1]([N:8]([CH3:16])[CH:9]1[CH2:14][CH2:13][CH:12]([N:25]2[CH2:26][CH2:27][C:28]3[C:23](=[CH:22][CH:21]=[N:20][CH:19]=3)[CH2:24]2)[CH2:11][CH2:10]1)[C:2]1[CH:7]=[CH:6][CH:5]=[CH:4][CH:3]=1, predict the reactants needed to synthesize it. The reactants are: [CH2:1]([N:8]([CH3:16])[CH:9]1[CH2:14][CH2:13][C:12](=O)[CH2:11][CH2:10]1)[C:2]1[CH:7]=[CH:6][CH:5]=[CH:4][CH:3]=1.Cl.Cl.[CH2:19]1[C:28]2[C:23](=[CH:24][N:25]=[CH:26][CH:27]=2)[CH2:22][CH2:21][NH:20]1.[BH3-]C#N.[Na+]. (2) Given the product [O:22]1[CH2:21][CH2:20][CH2:19][O:18][C:17]2[CH:16]=[CH:15][CH:14]=[C:13]([CH2:12][N:10]([CH2:12][C:13]3[C:23]4[O:22][CH2:21][CH2:20][CH2:19][O:27][C:24]=4[CH:16]=[CH:15][CH:14]=3)[C:8]3[CH:7]=[CH:6][C:5]4[NH:1][CH:2]=[N:3][C:4]=4[CH:9]=3)[C:23]1=2, predict the reactants needed to synthesize it. The reactants are: [N:1]1[C:5]2[CH:6]=[CH:7][C:8]([NH2:10])=[CH:9][C:4]=2[NH:3][CH:2]=1.Br[CH2:12][C:13]1[C:23]2[O:22][CH2:21][CH2:20][CH2:19][O:18][C:17]=2[CH:16]=[CH:15][CH:14]=1.[C:24]([O-:27])([O-])=O.[K+].[K+]. (3) Given the product [CH3:23][NH:15][C:14]1[CH:16]=[CH:17][C:11]([O:10][C:9]2[CH:21]=[CH:22][C:6]([N+:3]([O-:5])=[O:4])=[CH:7][CH:8]=2)=[CH:12][C:13]=1[N+:18]([O-:20])=[O:19], predict the reactants needed to synthesize it. The reactants are: [H-].[Na+].[N+:3]([C:6]1[CH:22]=[CH:21][C:9]([O:10][C:11]2[CH:17]=[CH:16][C:14]([NH2:15])=[C:13]([N+:18]([O-:20])=[O:19])[CH:12]=2)=[CH:8][CH:7]=1)([O-:5])=[O:4].[CH3:23]I. (4) Given the product [C:19]1([C:18]([C:25]2[CH:26]=[CH:27][CH:28]=[CH:29][CH:30]=2)=[CH:17][CH2:16][CH2:15][CH2:14][N:5]2[C:6]3[CH:12]=[CH:11][CH:10]=[CH:9][C:7]=3[N:8]=[C:4]2[CH3:3])[CH:24]=[CH:23][CH:22]=[CH:21][CH:20]=1, predict the reactants needed to synthesize it. The reactants are: [H-].[Na+].[CH3:3][C:4]1[NH:5][C:6]2[CH:12]=[CH:11][CH:10]=[CH:9][C:7]=2[N:8]=1.Br[CH2:14][CH2:15][CH2:16][CH:17]=[C:18]([C:25]1[CH:30]=[CH:29][CH:28]=[CH:27][CH:26]=1)[C:19]1[CH:24]=[CH:23][CH:22]=[CH:21][CH:20]=1. (5) Given the product [NH:37]1[C:38]2[C:34](=[C:33]([O:32][CH2:31][CH:29]([OH:28])[CH2:30][N:20]3[CH2:21][CH:13]4[N:12]([CH2:11][C:2]5[CH:3]=[CH:4][C:5]6[C:10](=[CH:9][CH:8]=[CH:7][CH:6]=6)[CH:1]=5)[CH2:19][CH:18]3[CH2:17][CH:16]=[CH:15][CH2:14]4)[CH:41]=[CH:40][CH:39]=2)[CH:35]=[CH:36]1, predict the reactants needed to synthesize it. The reactants are: [CH:1]1[C:10]2[C:5](=[CH:6][CH:7]=[CH:8][CH:9]=2)[CH:4]=[CH:3][C:2]=1[CH2:11][N:12]1[CH2:19][C@H:18]2[NH:20][CH2:21][C@@H:13]1[CH2:14][CH:15]=[CH:16][CH2:17]2.C(OCC)(=O)C.[O:28]1[CH2:30][CH:29]1[CH2:31][O:32][C:33]1[CH:41]=[CH:40][CH:39]=[C:38]2[C:34]=1[CH:35]=[CH:36][NH:37]2.